Dataset: HIV replication inhibition screening data with 41,000+ compounds from the AIDS Antiviral Screen. Task: Binary Classification. Given a drug SMILES string, predict its activity (active/inactive) in a high-throughput screening assay against a specified biological target. (1) The compound is O=C(Nc1ccccn1)NC1CCCCC1. The result is 0 (inactive). (2) The result is 0 (inactive). The compound is CC(C)(C)[Si](C)(C)OCC#CC1(O)CCCCC1CC(Sc1ccccc1)Sc1ccccc1. (3) The molecule is COC(=O)NC(Nc1ccc(Cl)cc1Cl)(C(F)(F)F)C(F)(F)F. The result is 0 (inactive). (4) The result is 0 (inactive). The compound is NC(=S)NN=Cc1cc(=O)c2cc(Cl)ccc2o1. (5) The molecule is c1ccc2c(c1)nc1n2C2CCC(C2)N1. The result is 0 (inactive). (6) The molecule is COC(=O)C(=O)C1CCCCC(C2=NC3NNC(=N)N3C2=O)C1=O. The result is 0 (inactive). (7) The result is 0 (inactive). The drug is CN(C)CCC=C1c2ccccc2CSc2ccccc21. (8) The molecule is Cc1cccc(-n2c(C)nc3ccc(NC(=S)Nc4ccccc4)cc3c2=O)c1. The result is 0 (inactive).